From a dataset of Retrosynthesis with 50K atom-mapped reactions and 10 reaction types from USPTO. Predict the reactants needed to synthesize the given product. (1) Given the product COc1cc(C=O)ccc1OCc1sc(-c2ccccc2)nc1C, predict the reactants needed to synthesize it. The reactants are: COc1cc(C=O)ccc1O.Cc1nc(-c2ccccc2)sc1CCl. (2) Given the product CCN(CC)C(C)C(=O)Nc1ccc(N=C(C)N(C)C)cc1, predict the reactants needed to synthesize it. The reactants are: CC(=Nc1ccc(NC(=O)C(C)Br)cc1)N(C)C.CCNCC.